Dataset: Full USPTO retrosynthesis dataset with 1.9M reactions from patents (1976-2016). Task: Predict the reactants needed to synthesize the given product. (1) The reactants are: [OH-].[Na+].[F:3][C:4]1[CH:5]=[C:6](/[CH:30]=[CH:31]/[C:32]([O:34]C)=[O:33])[CH:7]=[CH:8][C:9]=1[CH:10]1[C:15]2[NH:16][C:17]3[C:22]([C:14]=2[CH2:13][C:12]([CH3:24])([CH3:23])[N:11]1[CH2:25][C@H:26]([CH3:29])[CH2:27][F:28])=[CH:21][CH:20]=[CH:19][CH:18]=3.C1COCC1. Given the product [F:3][C:4]1[CH:5]=[C:6](/[CH:30]=[CH:31]/[C:32]([OH:34])=[O:33])[CH:7]=[CH:8][C:9]=1[CH:10]1[C:15]2[NH:16][C:17]3[C:22]([C:14]=2[CH2:13][C:12]([CH3:24])([CH3:23])[N:11]1[CH2:25][C@H:26]([CH3:29])[CH2:27][F:28])=[CH:21][CH:20]=[CH:19][CH:18]=3, predict the reactants needed to synthesize it. (2) Given the product [Br:1][C:2]1[CH:3]=[C:4]2[C:12](=[CH:13][CH:14]=1)[NH:11][C:10]1[CH:9]([NH:19][C:18]3[CH:20]=[CH:21][CH:22]=[CH:23][C:17]=3[F:16])[CH2:8][CH2:7][CH2:6][C:5]2=1, predict the reactants needed to synthesize it. The reactants are: [Br:1][C:2]1[CH:3]=[C:4]2[C:12](=[CH:13][CH:14]=1)[NH:11][C:10]1[C:9](=O)[CH2:8][CH2:7][CH2:6][C:5]2=1.[F:16][C:17]1[CH:23]=[CH:22][CH:21]=[CH:20][C:18]=1[NH2:19]. (3) Given the product [Cl:5][C:6]1[CH:11]=[CH:10][C:9]([N:12]2[C:16]([CH:17]([CH3:19])[CH3:18])=[C:15]([C:20]([N:1]=[N+:2]=[N-:3])=[O:21])[N:14]=[N:13]2)=[CH:8][CH:7]=1, predict the reactants needed to synthesize it. The reactants are: [N-:1]=[N+:2]=[N-:3].[Na+].[Cl:5][C:6]1[CH:11]=[CH:10][C:9]([N:12]2[C:16]([CH:17]([CH3:19])[CH3:18])=[C:15]([C:20](Cl)=[O:21])[N:14]=[N:13]2)=[CH:8][CH:7]=1. (4) Given the product [F:10][C:8]1[CH:9]=[C:2]2[C:3]([C:4]([NH2:5])=[N:12][NH:13]2)=[CH:6][CH:7]=1, predict the reactants needed to synthesize it. The reactants are: F[C:2]1[CH:9]=[C:8]([F:10])[CH:7]=[CH:6][C:3]=1[C:4]#[N:5].O.[NH2:12][NH2:13]. (5) Given the product [CH3:1][C:2]([CH3:18])([CH3:17])[CH2:3][O:4][C:5](=[O:16])[C:6]1[CH:11]=[CH:10][C:9]([C:12]([F:13])([F:14])[F:15])=[CH:8][C:7]=1[B:23]1[O:24][CH2:25][CH2:27][NH:35][CH2:20][CH2:19][O:22]1, predict the reactants needed to synthesize it. The reactants are: [CH3:1][C:2]([CH3:18])([CH3:17])[CH2:3][O:4][C:5](=[O:16])[C:6]1[CH:11]=[CH:10][C:9]([C:12]([F:15])([F:14])[F:13])=[CH:8][CH:7]=1.[CH:19]([O:22][B:23](OC(C)C)[O:24][CH:25]([CH3:27])C)(C)[CH3:20].C([N-:35]C(C)C)(C)C.[Li+].Cl.N(CCO)CCO. (6) Given the product [OH:6][CH:5]([CH2:4][OH:3])[CH2:7][N:8]([C:25]1[CH:30]=[CH:29][C:28]([NH:31][C:32]([NH:34][C:35]2[CH:40]=[CH:39][CH:38]=[CH:37][CH:36]=2)=[O:33])=[CH:27][CH:26]=1)[S:9]([C:12]1[CH:13]=[C:14]([C:18]2[CH:19]=[CH:20][C:21]([F:24])=[CH:22][CH:23]=2)[CH:15]=[CH:16][CH:17]=1)(=[O:11])=[O:10], predict the reactants needed to synthesize it. The reactants are: CC1(C)[O:6][CH:5]([CH2:7][N:8]([C:25]2[CH:30]=[CH:29][C:28]([NH:31][C:32]([NH:34][C:35]3[CH:40]=[CH:39][CH:38]=[CH:37][CH:36]=3)=[O:33])=[CH:27][CH:26]=2)[S:9]([C:12]2[CH:13]=[C:14]([C:18]3[CH:23]=[CH:22][C:21]([F:24])=[CH:20][CH:19]=3)[CH:15]=[CH:16][CH:17]=2)(=[O:11])=[O:10])[CH2:4][O:3]1.Cl. (7) Given the product [NH2:19][C:16]1[CH:17]=[CH:18][C:13]([C:11]([CH:7]2[CH2:8][CH2:9][CH2:10][NH:5][CH2:6]2)=[O:12])=[CH:14][CH:15]=1, predict the reactants needed to synthesize it. The reactants are: Cl.C([N:5]1[CH2:10][CH2:9][CH2:8][CH:7]([C:11]([C:13]2[CH:18]=[CH:17][C:16]([N:19]3C(=O)C4C(=CC=CC=4)C3=O)=[CH:15][CH:14]=2)=[O:12])[CH2:6]1)(=O)C. (8) Given the product [Br:14][C:9]1[N:2]2[N:1]=[CH:6][CH:5]=[CH:4][C:3]2=[CH:7][C:8]=1[C:10]([O:12][CH3:13])=[O:11], predict the reactants needed to synthesize it. The reactants are: [N:1]1[N:2]2[CH:9]=[C:8]([C:10]([O:12][CH3:13])=[O:11])[CH:7]=[C:3]2[CH:4]=[CH:5][CH:6]=1.[Br:14]N1C(=O)CCC1=O.